This data is from Forward reaction prediction with 1.9M reactions from USPTO patents (1976-2016). The task is: Predict the product of the given reaction. Given the reactants [NH2:1][NH:2][C:3](=[NH:14])[C:4]1[C:9]([C:10]([F:13])([F:12])[F:11])=[CH:8][CH:7]=[N:6][CH:5]=1.[CH2:15]([O:22][C:23]1[CH:30]=[CH:29][C:26]([CH:27]=O)=[C:25]([OH:31])[CH:24]=1)[C:16]1[CH:21]=[CH:20][CH:19]=[CH:18][CH:17]=1, predict the reaction product. The product is: [CH2:15]([O:22][C:23]1[CH:30]=[CH:29][C:26]([C:27]2[NH:1][N:2]=[C:3]([C:4]3[CH:5]=[N:6][CH:7]=[CH:8][C:9]=3[C:10]([F:11])([F:12])[F:13])[N:14]=2)=[C:25]([OH:31])[CH:24]=1)[C:16]1[CH:17]=[CH:18][CH:19]=[CH:20][CH:21]=1.